This data is from Catalyst prediction with 721,799 reactions and 888 catalyst types from USPTO. The task is: Predict which catalyst facilitates the given reaction. (1) Reactant: [O:1]1[CH:5]=[CH:4][CH:3]=[C:2]1[C:6]([NH:8][C:9]1[CH:17]=[CH:16][CH:15]=[C:14]2[C:10]=1[C:11](=[O:31])[N:12]([CH:19]1[CH2:24][CH:23]([O:25]C(=O)C)[C:22](=[O:29])[NH:21][C:20]1=[O:30])[C:13]2=[O:18])=[O:7].C1(C)C=CC(S(O)(=O)=O)=CC=1. Product: [O:1]1[CH:5]=[CH:4][CH:3]=[C:2]1[C:6]([NH:8][C:9]1[CH:17]=[CH:16][CH:15]=[C:14]2[C:10]=1[C:11](=[O:31])[N:12]([CH:19]1[CH2:24][CH:23]([OH:25])[C:22](=[O:29])[NH:21][C:20]1=[O:30])[C:13]2=[O:18])=[O:7]. The catalyst class is: 5. (2) Reactant: [OH:1][CH2:2][C:3]1[O:7][N:6]=[C:5]([C:8](=[O:10])[CH3:9])[CH:4]=1.[O:11]1[CH:16]=[CH:15][CH2:14][CH2:13][CH2:12]1.CC1C=CC(S([O-])(=O)=O)=CC=1.[NH+]1C=CC=CC=1. Product: [O:11]1[CH2:16][CH2:15][CH2:14][CH2:13][CH:12]1[O:1][CH2:2][C:3]1[O:7][N:6]=[C:5]([C:8](=[O:10])[CH3:9])[CH:4]=1. The catalyst class is: 34. (3) Reactant: [N:1]1([CH2:7][C@@H:8]2[CH2:13][CH2:12][CH2:11][CH2:10][C@H:9]2[NH2:14])[CH2:6][CH2:5][CH2:4][CH2:3][CH2:2]1.[F:15][C:16]1[CH:24]=[CH:23][C:19]([C:20](Cl)=[O:21])=[CH:18][CH:17]=1.C(N(C(C)C)CC)(C)C. Product: [F:15][C:16]1[CH:24]=[CH:23][C:19]([C:20]([NH:14][C@@H:9]2[CH2:10][CH2:11][CH2:12][CH2:13][C@H:8]2[CH2:7][N:1]2[CH2:6][CH2:5][CH2:4][CH2:3][CH2:2]2)=[O:21])=[CH:18][CH:17]=1. The catalyst class is: 2. (4) Reactant: [C:1]([OH:9])(=[O:8])[C:2]1[CH:7]=[CH:6][N:5]=[CH:4][CH:3]=1.O[N:11]1[C:15](=[O:16])[CH2:14][CH2:13][C:12]1=[O:17]. Product: [C:1]([O:9][N:11]1[C:15](=[O:16])[CH2:14][CH2:13][C:12]1=[O:17])(=[O:8])[C:2]1[CH:7]=[CH:6][N:5]=[CH:4][CH:3]=1. The catalyst class is: 1.